From a dataset of Full USPTO retrosynthesis dataset with 1.9M reactions from patents (1976-2016). Predict the reactants needed to synthesize the given product. (1) Given the product [Cl:33][C:34]1[C:39]([CH2:40][NH:41][C:23]([C:6]2[CH:7]=[C:8]([C:10]3[CH:15]=[CH:14][C:13]([CH2:16][N:17]4[CH2:18][CH2:19][O:20][CH2:21][CH2:22]4)=[CH:12][CH:11]=3)[CH:9]=[C:4]([N:3]([CH2:1][CH3:2])[CH:27]3[CH2:28][CH2:29][O:30][CH2:31][CH2:32]3)[C:5]=2[CH3:26])=[O:24])=[C:38]([Cl:42])[CH:37]=[C:36]([CH3:43])[N:35]=1, predict the reactants needed to synthesize it. The reactants are: [CH2:1]([N:3]([CH:27]1[CH2:32][CH2:31][O:30][CH2:29][CH2:28]1)[C:4]1[C:5]([CH3:26])=[C:6]([C:23](O)=[O:24])[CH:7]=[C:8]([C:10]2[CH:15]=[CH:14][C:13]([CH2:16][N:17]3[CH2:22][CH2:21][O:20][CH2:19][CH2:18]3)=[CH:12][CH:11]=2)[CH:9]=1)[CH3:2].[Cl:33][C:34]1[C:39]([CH2:40][NH2:41])=[C:38]([Cl:42])[CH:37]=[C:36]([CH3:43])[N:35]=1.C1CN([P+](ON2N=NC3C=CC=CC2=3)(N2CCCC2)N2CCCC2)CC1.F[P-](F)(F)(F)(F)F.C(N(CC)CC)C. (2) Given the product [Cl:1][C:2]1[CH:3]=[CH:4][C:5]([C:8]2[N:9]([CH:14]3[CH2:16][CH2:15]3)[C:10](=[O:13])[N:11]([S:28]([C:27]3[NH:23][N:24]=[CH:25][N:26]=3)(=[O:30])=[O:29])[N:12]=2)=[CH:6][CH:7]=1, predict the reactants needed to synthesize it. The reactants are: [Cl:1][C:2]1[CH:7]=[CH:6][C:5]([C:8]2[N:9]([CH:14]3[CH2:16][CH2:15]3)[C:10](=[O:13])[NH:11][N:12]=2)=[CH:4][CH:3]=1.CC(C)([O-])C.[K+].[NH:23]1[C:27]([S:28](Cl)(=[O:30])=[O:29])=[N:26][CH:25]=[N:24]1.O. (3) Given the product [CH3:59][C:60]1[O:64][C:63]([CH2:65][NH:66][C:23]([C:8]2[C:9](=[O:22])[C:10]([C:13]3[CH:18]=[CH:17][CH:16]=[C:15]([CH:19]([F:20])[F:21])[CH:14]=3)=[C:11]([CH3:12])[N:6]([CH:1]3[CH2:2][CH2:3][CH2:4][CH2:5]3)[CH:7]=2)=[O:24])=[N:62][N:61]=1, predict the reactants needed to synthesize it. The reactants are: [CH:1]1([N:6]2[C:11]([CH3:12])=[C:10]([C:13]3[CH:18]=[CH:17][CH:16]=[C:15]([CH:19]([F:21])[F:20])[CH:14]=3)[C:9](=[O:22])[C:8]([C:23](O)=[O:24])=[CH:7]2)[CH2:5][CH2:4][CH2:3][CH2:2]1.CN(C(ON1N=NC2C=CC=CC1=2)=[N+](C)C)C.F[P-](F)(F)(F)(F)F.CCN(C(C)C)C(C)C.[CH3:59][C:60]1[O:64][C:63]([CH2:65][NH2:66])=[N:62][N:61]=1. (4) The reactants are: [F:1][C:2]1[CH:7]=[CH:6][C:5]([S:8](Cl)(=[O:10])=[O:9])=[CH:4][CH:3]=1.Cl.[F:13][C:14]1([F:18])[CH2:17][NH:16][CH2:15]1.CCN(CC)CC. Given the product [F:13][C:14]1([F:18])[CH2:17][N:16]([S:8]([C:5]2[CH:6]=[CH:7][C:2]([F:1])=[CH:3][CH:4]=2)(=[O:10])=[O:9])[CH2:15]1, predict the reactants needed to synthesize it. (5) The reactants are: CS(O[CH2:6][CH2:7][C:8]1[O:9][C:10]2[CH:16]=[CH:15][C:14]([C:17]3[CH:22]=[CH:21][C:20]([C:23]#[N:24])=[CH:19][CH:18]=3)=[CH:13][C:11]=2[CH:12]=1)(=O)=O.[NH:25]1[CH2:30][CH2:29][CH2:28][CH2:27][CH2:26]1. Given the product [N:25]1([CH2:6][CH2:7][C:8]2[O:9][C:10]3[CH:16]=[CH:15][C:14]([C:17]4[CH:22]=[CH:21][C:20]([C:23]#[N:24])=[CH:19][CH:18]=4)=[CH:13][C:11]=3[CH:12]=2)[CH2:30][CH2:29][CH2:28][CH2:27][CH2:26]1, predict the reactants needed to synthesize it.